This data is from Catalyst prediction with 721,799 reactions and 888 catalyst types from USPTO. The task is: Predict which catalyst facilitates the given reaction. (1) Reactant: [H-].[Na+].[C:3]([C:6]1[CH:7]=[N:8][CH:9]=[CH:10][C:11]=1[C:12]1[CH:32]=[CH:31][C:15]([O:16][CH2:17][C@@H:18]([NH:23][C:24](=[O:30])[O:25][C:26]([CH3:29])([CH3:28])[CH3:27])[CH2:19][CH:20]([CH3:22])[CH3:21])=[CH:14][C:13]=1F)(=[O:5])[NH2:4]. Product: [CH3:21][CH:20]([CH3:22])[CH2:19][C@H:18]([NH:23][C:24](=[O:30])[O:25][C:26]([CH3:29])([CH3:28])[CH3:27])[CH2:17][O:16][C:15]1[CH:14]=[CH:13][C:12]2[C:11]3[C:6](=[CH:7][N:8]=[CH:9][CH:10]=3)[C:3](=[O:5])[NH:4][C:32]=2[CH:31]=1. The catalyst class is: 7. (2) Reactant: [NH2:1][C:2]1[C:3]2[C:10]([C:11]3[CH:20]=[C:19]4[C:14]([CH:15]=[CH:16][C:17]([C:21]5[CH:26]=[CH:25][CH:24]=[CH:23][CH:22]=5)=[N:18]4)=[CH:13][CH:12]=3)=[CH:9][N:8]([C@H:27]3[CH2:30][C@H:29]([CH2:31]OS(C4C=CC(C)=CC=4)(=O)=O)[CH2:28]3)[C:4]=2[N:5]=[CH:6][N:7]=1.[NH:43]1[CH2:46][CH2:45][CH2:44]1. Product: [N:43]1([CH2:31][C@H:29]2[CH2:30][C@H:27]([N:8]3[C:4]4[N:5]=[CH:6][N:7]=[C:2]([NH2:1])[C:3]=4[C:10]([C:11]4[CH:20]=[C:19]5[C:14]([CH:15]=[CH:16][C:17]([C:21]6[CH:26]=[CH:25][CH:24]=[CH:23][CH:22]=6)=[N:18]5)=[CH:13][CH:12]=4)=[CH:9]3)[CH2:28]2)[CH2:46][CH2:45][CH2:44]1. The catalyst class is: 1. (3) Reactant: Cl.[C:2]([N:9]1[CH2:13][C@@H:12]([S:14][C:15]([CH3:18])([CH3:17])[CH3:16])[C@H:11]([N:19]([CH3:36])[S:20]([C:23]2[CH:28]=[CH:27][C:26]([O:29][C:30]3[CH:35]=[CH:34][CH:33]=[CH:32][CH:31]=3)=[CH:25][CH:24]=2)(=[O:22])=[O:21])[CH2:10]1)(OC(C)(C)C)=[O:3].C([N:39](CC)CC)C.[Si](N=C=O)(C)(C)C. Product: [C:2]([N:9]1[CH2:13][C@@H:12]([S:14][C:15]([CH3:16])([CH3:18])[CH3:17])[C@H:11]([N:19]([CH3:36])[S:20]([C:23]2[CH:28]=[CH:27][C:26]([O:29][C:30]3[CH:35]=[CH:34][CH:33]=[CH:32][CH:31]=3)=[CH:25][CH:24]=2)(=[O:21])=[O:22])[CH2:10]1)(=[O:3])[NH2:39]. The catalyst class is: 13. (4) Reactant: [N+:1]([C:4]1[CH:5]=[C:6]2[CH:12]=[CH:11][NH:10][C:7]2=[N:8][CH:9]=1)([O-])=O. Product: [NH:10]1[C:7]2=[N:8][CH:9]=[C:4]([NH2:1])[CH:5]=[C:6]2[CH:12]=[CH:11]1. The catalyst class is: 13. (5) Reactant: [F:1][C:2]1[C:9]([F:10])=[CH:8][CH:7]=[C:6]([I:11])[C:3]=1[C:4]#[N:5].[Li+].CC([N-]C(C)C)C.[CH:20](OC)=[O:21]. Product: [F:1][C:2]1[C:9]([F:10])=[C:8]([CH2:20][OH:21])[CH:7]=[C:6]([I:11])[C:3]=1[C:4]#[N:5]. The catalyst class is: 1. (6) The catalyst class is: 7. Reactant: C[Si](C)(C)[N-][Si](C)(C)C.[Na+].[NH2:11][C:12]1[C:13]([CH3:24])=[CH:14][C:15]([C:19]([O:21][CH2:22][CH3:23])=[O:20])=[N:16][C:17]=1[I:18].[C:25]([O:29][C:30](O[C:30]([O:29][C:25]([CH3:28])([CH3:27])[CH3:26])=[O:31])=[O:31])([CH3:28])([CH3:27])[CH3:26].Cl. Product: [C:25]([O:29][C:30]([NH:11][C:12]1[C:13]([CH3:24])=[CH:14][C:15]([C:19]([O:21][CH2:22][CH3:23])=[O:20])=[N:16][C:17]=1[I:18])=[O:31])([CH3:28])([CH3:27])[CH3:26]. (7) Reactant: C[N:2]1[C:6](=[O:7])CCC1.[NH2:8][C:9]1[C:17]([Cl:18])=[CH:16][CH:15]=[CH:14][C:10]=1[C:11](O)=[O:12].NC(N)=O. Product: [Cl:18][C:17]1[CH:16]=[CH:15][CH:14]=[C:10]2[C:9]=1[NH:8][C:6](=[O:7])[NH:2][C:11]2=[O:12]. The catalyst class is: 6.